Dataset: Full USPTO retrosynthesis dataset with 1.9M reactions from patents (1976-2016). Task: Predict the reactants needed to synthesize the given product. (1) Given the product [F:32][C:33]1[CH:40]=[CH:39][C:36]([CH2:37][O:8][C@H:9]2[CH2:10][CH2:11][C@H:12]([C:15]([N:17]([O:19][CH3:20])[CH3:18])=[O:16])[CH2:13][CH2:14]2)=[CH:35][CH:34]=1, predict the reactants needed to synthesize it. The reactants are: [Si]([O:8][C@H:9]1[CH2:14][CH2:13][C@H:12]([C:15]([N:17]([O:19][CH3:20])[CH3:18])=[O:16])[CH2:11][CH2:10]1)(C(C)(C)C)(C)C.C([SiH](CC)CC)C.[Bi](Br)(Br)Br.[F:32][C:33]1[CH:40]=[CH:39][C:36]([CH:37]=O)=[CH:35][CH:34]=1.C(=O)([O-])O.[Na+]. (2) Given the product [CH2:41]([O:40][C:33]1[CH:32]=[C:28]([C:29]([N:58]2[CH2:59][CH2:60][C:55]3([CH2:54][C:53](=[O:65])[C:52]4[C:62](=[CH:63][CH:64]=[C:50]([C:47]5[NH:46][C:45](=[O:44])[O:49][N:48]=5)[CH:51]=4)[O:61]3)[CH2:56][CH2:57]2)=[O:31])[CH:27]=[C:26]([O:25][CH2:23][CH3:24])[C:34]=1[C:35]1[CH:36]=[N:37][NH:38][CH:39]=1)[CH3:42], predict the reactants needed to synthesize it. The reactants are: C1C=CC2N(O)N=NC=2C=1.CCN=C=NCCCN(C)C.Cl.[CH2:23]([O:25][C:26]1[CH:27]=[C:28]([CH:32]=[C:33]([O:40][CH2:41][CH3:42])[C:34]=1[C:35]1[CH:36]=[N:37][NH:38][CH:39]=1)[C:29]([OH:31])=O)[CH3:24].Cl.[O:44]=[C:45]1[O:49][N:48]=[C:47]([C:50]2[CH:51]=[C:52]3[C:62](=[CH:63][CH:64]=2)[O:61][C:55]2([CH2:60][CH2:59][NH:58][CH2:57][CH2:56]2)[CH2:54][C:53]3=[O:65])[NH:46]1. (3) Given the product [F:1][C:2]([F:33])([C:17]([F:31])([F:32])[C:18]([F:29])([F:30])[C:19]([F:27])([F:28])[C:20]([F:25])([F:26])[C:21]([F:23])([F:24])[F:22])[CH2:3][CH2:4][O:5][CH:6]([S:36][C:61](=[O:64])[CH3:62])[CH2:7][CH2:8][CH2:9][CH2:10][CH2:11][CH2:12][CH2:13][CH2:14][CH2:15][CH3:16], predict the reactants needed to synthesize it. The reactants are: [F:1][C:2]([F:33])([C:17]([F:32])([F:31])[C:18]([F:30])([F:29])[C:19]([F:28])([F:27])[C:20]([F:26])([F:25])[C:21]([F:24])([F:23])[F:22])[CH2:3][CH2:4][O:5][CH2:6][CH2:7][CH2:8][CH2:9][CH2:10][CH2:11][CH2:12][CH2:13][CH2:14][CH:15]=[CH2:16].CO.[S:36]1C=CC=C1CC(O)=O.Cl.Cl.N(C(C)(C)C(N)=N)=NC(C)(C)C(N)=N.[C:61]([O:64]CC)(=O)[CH3:62].CCCCCC.